Dataset: NCI-60 drug combinations with 297,098 pairs across 59 cell lines. Task: Regression. Given two drug SMILES strings and cell line genomic features, predict the synergy score measuring deviation from expected non-interaction effect. (1) Drug 2: COC1=C2C(=CC3=C1OC=C3)C=CC(=O)O2. Synergy scores: CSS=-3.49, Synergy_ZIP=0.334, Synergy_Bliss=2.65, Synergy_Loewe=-5.08, Synergy_HSA=-3.23. Cell line: HCT-15. Drug 1: CC1=C2C(C(=O)C3(C(CC4C(C3C(C(C2(C)C)(CC1OC(=O)C(C(C5=CC=CC=C5)NC(=O)C6=CC=CC=C6)O)O)OC(=O)C7=CC=CC=C7)(CO4)OC(=O)C)O)C)OC(=O)C. (2) Drug 1: CN1C2=C(C=C(C=C2)N(CCCl)CCCl)N=C1CCCC(=O)O.Cl. Drug 2: CC1C(C(CC(O1)OC2CC(CC3=C2C(=C4C(=C3O)C(=O)C5=C(C4=O)C(=CC=C5)OC)O)(C(=O)CO)O)N)O.Cl. Cell line: HL-60(TB). Synergy scores: CSS=45.6, Synergy_ZIP=-0.763, Synergy_Bliss=-1.86, Synergy_Loewe=-39.7, Synergy_HSA=0.0136. (3) Drug 1: COC1=CC(=CC(=C1O)OC)C2C3C(COC3=O)C(C4=CC5=C(C=C24)OCO5)OC6C(C(C7C(O6)COC(O7)C8=CC=CS8)O)O. Drug 2: CNC(=O)C1=NC=CC(=C1)OC2=CC=C(C=C2)NC(=O)NC3=CC(=C(C=C3)Cl)C(F)(F)F. Cell line: UO-31. Synergy scores: CSS=20.9, Synergy_ZIP=-14.1, Synergy_Bliss=-13.6, Synergy_Loewe=-18.3, Synergy_HSA=-14.4. (4) Drug 1: CC=C1C(=O)NC(C(=O)OC2CC(=O)NC(C(=O)NC(CSSCCC=C2)C(=O)N1)C(C)C)C(C)C. Drug 2: CN1C2=C(C=C(C=C2)N(CCCl)CCCl)N=C1CCCC(=O)O.Cl. Cell line: K-562. Synergy scores: CSS=55.1, Synergy_ZIP=1.54, Synergy_Bliss=-7.86, Synergy_Loewe=-55.3, Synergy_HSA=-12.9. (5) Drug 1: C1=NC2=C(N1)C(=S)N=CN2. Drug 2: C1CN(P(=O)(OC1)NCCCl)CCCl. Cell line: MCF7. Synergy scores: CSS=24.1, Synergy_ZIP=0.614, Synergy_Bliss=-0.0733, Synergy_Loewe=-35.3, Synergy_HSA=-1.01. (6) Drug 1: C1CCC(C1)C(CC#N)N2C=C(C=N2)C3=C4C=CNC4=NC=N3. Drug 2: C1=C(C(=O)NC(=O)N1)F. Cell line: TK-10. Synergy scores: CSS=28.7, Synergy_ZIP=-0.387, Synergy_Bliss=1.00, Synergy_Loewe=0.404, Synergy_HSA=3.90. (7) Drug 1: C1CCC(C1)C(CC#N)N2C=C(C=N2)C3=C4C=CNC4=NC=N3. Drug 2: CC12CCC3C(C1CCC2=O)CC(=C)C4=CC(=O)C=CC34C. Cell line: HL-60(TB). Synergy scores: CSS=52.3, Synergy_ZIP=3.54, Synergy_Bliss=1.57, Synergy_Loewe=-5.86, Synergy_HSA=-6.16. (8) Drug 1: C1=CN(C(=O)N=C1N)C2C(C(C(O2)CO)O)O.Cl. Drug 2: CCN(CC)CCNC(=O)C1=C(NC(=C1C)C=C2C3=C(C=CC(=C3)F)NC2=O)C. Cell line: OVCAR-4. Synergy scores: CSS=9.12, Synergy_ZIP=-2.07, Synergy_Bliss=-0.0269, Synergy_Loewe=-2.99, Synergy_HSA=-0.165.